The task is: Regression. Given two drug SMILES strings and cell line genomic features, predict the synergy score measuring deviation from expected non-interaction effect.. This data is from NCI-60 drug combinations with 297,098 pairs across 59 cell lines. (1) Drug 1: CN1C2=C(C=C(C=C2)N(CCCl)CCCl)N=C1CCCC(=O)O.Cl. Drug 2: C#CCC(CC1=CN=C2C(=N1)C(=NC(=N2)N)N)C3=CC=C(C=C3)C(=O)NC(CCC(=O)O)C(=O)O. Cell line: UO-31. Synergy scores: CSS=-0.102, Synergy_ZIP=-0.893, Synergy_Bliss=-2.52, Synergy_Loewe=0.269, Synergy_HSA=-2.00. (2) Drug 1: CCC1(CC2CC(C3=C(CCN(C2)C1)C4=CC=CC=C4N3)(C5=C(C=C6C(=C5)C78CCN9C7C(C=CC9)(C(C(C8N6C)(C(=O)OC)O)OC(=O)C)CC)OC)C(=O)OC)O. Drug 2: CC(C)(C#N)C1=CC=C(C=C1)N2C3=C4C=C(C=CC4=NC=C3N(C2=O)C)C5=CC6=CC=CC=C6N=C5. Cell line: UACC62. Synergy scores: CSS=63.3, Synergy_ZIP=2.92, Synergy_Bliss=1.87, Synergy_Loewe=5.37, Synergy_HSA=7.88. (3) Drug 1: CC1=C2C(C(=O)C3(C(CC4C(C3C(C(C2(C)C)(CC1OC(=O)C(C(C5=CC=CC=C5)NC(=O)OC(C)(C)C)O)O)OC(=O)C6=CC=CC=C6)(CO4)OC(=O)C)OC)C)OC. Drug 2: CN1C(=O)N2C=NC(=C2N=N1)C(=O)N. Cell line: SF-539. Synergy scores: CSS=57.2, Synergy_ZIP=9.66, Synergy_Bliss=8.71, Synergy_Loewe=-37.2, Synergy_HSA=9.15.